Dataset: Catalyst prediction with 721,799 reactions and 888 catalyst types from USPTO. Task: Predict which catalyst facilitates the given reaction. (1) Reactant: Cl.[CH3:2][O:3][CH:4]([O:21][CH3:22])[C:5]1[N:14]=[C:13]2[C:8]([CH2:9][CH2:10][CH2:11][NH:12]2)=[CH:7][C:6]=1[CH:15]1[CH2:20][CH2:19][NH:18][CH2:17][CH2:16]1.[O:23]1[CH2:26][C:25](=O)[CH2:24]1.CCN(CC)CC.C(O[BH-](OC(=O)C)OC(=O)C)(=O)C.[Na+]. Product: [CH3:22][O:21][CH:4]([O:3][CH3:2])[C:5]1[N:14]=[C:13]2[C:8]([CH2:9][CH2:10][CH2:11][NH:12]2)=[CH:7][C:6]=1[CH:15]1[CH2:16][CH2:17][N:18]([CH:25]2[CH2:26][O:23][CH2:24]2)[CH2:19][CH2:20]1. The catalyst class is: 325. (2) The catalyst class is: 492. Product: [CH3:19][O:18][C:14]1[CH:13]=[C:12]([CH:17]=[CH:16][CH:15]=1)[CH2:11][N:9]([CH3:10])[C:7]([C:5]1[S:6][C:2]([C:20]2[CH:25]=[CH:24][CH:23]=[CH:22][CH:21]=2)=[CH:3][CH:4]=1)=[O:8]. Reactant: Br[C:2]1[S:6][C:5]([C:7]([N:9]([CH2:11][C:12]2[CH:17]=[CH:16][CH:15]=[C:14]([O:18][CH3:19])[CH:13]=2)[CH3:10])=[O:8])=[CH:4][CH:3]=1.[C:20]1(B(O)O)[CH:25]=[CH:24][CH:23]=[CH:22][CH:21]=1. (3) Reactant: [NH2:1][C:2]1[C:7]([C:8]2[CH:13]=[CH:12][C:11]([CH2:14][C:15]([NH2:17])=[O:16])=[CH:10][CH:9]=2)=[C:6]([O:18][C:19]2[CH:24]=[CH:23][C:22]([N+:25]([O-])=O)=[CH:21][C:20]=2[F:28])[CH:5]=[CH:4][N:3]=1.CN(C=O)C.CCO.[NH4+].[Cl-]. Product: [NH2:1][C:2]1[C:7]([C:8]2[CH:13]=[CH:12][C:11]([CH2:14][C:15]([NH2:17])=[O:16])=[CH:10][CH:9]=2)=[C:6]([O:18][C:19]2[CH:24]=[CH:23][C:22]([NH2:25])=[CH:21][C:20]=2[F:28])[CH:5]=[CH:4][N:3]=1. The catalyst class is: 150. (4) Reactant: [Br:1][C:2]1[CH:12]=[CH:11][CH:10]=[C:9]([N+:13]([O-:15])=[O:14])[C:3]=1[CH2:4][O:5]C(=O)C.[OH-].[K+]. Product: [Br:1][C:2]1[CH:12]=[CH:11][CH:10]=[C:9]([N+:13]([O-:15])=[O:14])[C:3]=1[CH2:4][OH:5]. The catalyst class is: 6. (5) Reactant: [C:1]([O:5][C:6](/[C:8](=[CH:13]\[C:14]1[CH:24]=[CH:23][C:17]2[O:18][C:19]([CH3:22])([CH3:21])[O:20][C:16]=2[CH:15]=1)/[C:9]([O:11][CH3:12])=[O:10])=[O:7])([CH3:4])([CH3:3])[CH3:2]. Product: [C:1]([O:5][C:6]([C@@H:8]([CH2:13][C:14]1[CH:24]=[CH:23][C:17]2[O:18][C:19]([CH3:22])([CH3:21])[O:20][C:16]=2[CH:15]=1)[C:9]([O:11][CH3:12])=[O:10])=[O:7])([CH3:4])([CH3:2])[CH3:3]. The catalyst class is: 5. (6) Reactant: [CH2:1]([NH:8][CH2:9][CH2:10][OH:11])[C:2]1[CH:7]=[CH:6][CH:5]=[CH:4][CH:3]=1.Cl[S:13]([OH:16])(=[O:15])=[O:14]. Product: [S:13]([O:11][CH2:10][CH2:9][NH:8][CH2:1][C:2]1[CH:7]=[CH:6][CH:5]=[CH:4][CH:3]=1)([OH:16])(=[O:15])=[O:14]. The catalyst class is: 53. (7) Reactant: [OH:1][C:2]1[CH:7]=[CH:6][N:5]=[CH:4][CH:3]=1.Cl[CH2:9][C:10]#[N:11].C(=O)([O-])[O-].[K+].[K+]. Product: [OH:1][CH:2]1[CH2:7][CH2:6][N:5]([CH2:9][C:10]#[N:11])[CH2:4][CH2:3]1. The catalyst class is: 10. (8) Product: [CH:7](/[CH:6]1[S:5][CH2:1][CH2:2][CH2:3][S:4]1)=[CH:8]\[CH:9]=[CH:10]\[CH3:11]. Reactant: [CH2:1]([SH:5])[CH2:2][CH2:3][SH:4].[CH:6](=O)[CH:7]=[CH:8][CH:9]=[CH:10][CH3:11].OS(O)(=O)=O.[OH-].[K+]. The catalyst class is: 22. (9) Reactant: N(C(C)C)C(C)C.C([Li])CCC.[F:13][C:14]([F:28])([F:27])[C:15]([NH:17][C:18]1[CH:22]=[CH:21][S:20][C:19]=1[C:23]([O:25][CH3:26])=[O:24])=[O:16].[Br:29]CCBr.C([O-])(O)=O.[Na+].S([O-])([O-])(=O)=S.[Na+].[Na+]. Product: [Br:29][C:21]1[S:20][C:19]([C:23]([O:25][CH3:26])=[O:24])=[C:18]([NH:17][C:15](=[O:16])[C:14]([F:13])([F:27])[F:28])[CH:22]=1. The catalyst class is: 36.